From a dataset of Experimentally validated miRNA-target interactions with 360,000+ pairs, plus equal number of negative samples. Binary Classification. Given a miRNA mature sequence and a target amino acid sequence, predict their likelihood of interaction. The miRNA is rno-miR-29c-3p with sequence UAGCACCAUUUGAAAUCGGUUA. The protein sequence of the target gene is MRRSKAYGERYLASVQGSAPSPGKKLRGFYFAKLYYEAKEYDLAKKYVCTYLSVQERDPRAHRFLGLLYELEENTEKAVECYRRSLELNPPQKDLVLKIAELLCKNDVTDGRAKYWVERAAKLFPGSPAIYKLKEHLLDCEGEDGWNKLFDWIQSELYVRPDDVHMNIRLVELYRSNKRLKDAVARCHEAERNIALRSSLEWNSCVVQTLKEYLESLQCLESDKSDWRATNTDLLLAYANLMLLTLSTRDVQESRELLESFDSALQSAKSSLGGNDELSATFLEMKGHFYMHAGSLLLKM.... Result: 0 (no interaction).